From a dataset of Acute oral toxicity (LD50) regression data from Zhu et al.. Regression/Classification. Given a drug SMILES string, predict its toxicity properties. Task type varies by dataset: regression for continuous values (e.g., LD50, hERG inhibition percentage) or binary classification for toxic/non-toxic outcomes (e.g., AMES mutagenicity, cardiotoxicity, hepatotoxicity). Dataset: ld50_zhu. (1) The drug is Cc1c(Br)cc2[nH]c(C(F)(F)F)nc2c1[N+](=O)[O-]. The rat oral LD50 is 3.59, given as -log10 of the dose in mol/kg body weight (higher means more acutely toxic). (2) The compound is CC(=O)OCCCC(=O)CBr. The rat oral LD50 is 2.57, given as -log10 of the dose in mol/kg body weight (higher means more acutely toxic). (3) The drug is ClCCO[SiH](OCCCl)OCCCl. The rat oral LD50 is 3.15, given as -log10 of the dose in mol/kg body weight (higher means more acutely toxic). (4) The molecule is N=C(NCCCCCCNC(=N)NC(=N)Nc1ccc(Cl)cc1)NC(=N)Nc1ccc(Cl)cc1. The rat oral LD50 is 1.74, given as -log10 of the dose in mol/kg body weight (higher means more acutely toxic). (5) The molecule is CC(Cc1ccc(C(C)(C)C)cc1)CN1CC(C)OC(C)C1. The rat oral LD50 is 1.93, given as -log10 of the dose in mol/kg body weight (higher means more acutely toxic). (6) The rat oral LD50 is 2.77, given as -log10 of the dose in mol/kg body weight (higher means more acutely toxic). The compound is CCC(C)c1ccccc1OC(=O)NC. (7) The molecule is O=C1CSC(=S)N1. The rat oral LD50 is 2.62, given as -log10 of the dose in mol/kg body weight (higher means more acutely toxic).